Predict the reactants needed to synthesize the given product. From a dataset of Full USPTO retrosynthesis dataset with 1.9M reactions from patents (1976-2016). (1) Given the product [NH2:9][C:10]1[C:11]([C:16]([O:18][CH3:19])=[O:17])=[N:12][C:13]([I:1])=[CH:14][N:15]=1, predict the reactants needed to synthesize it. The reactants are: [I:1]N1C(=O)CCC1=O.[NH2:9][C:10]1[C:11]([C:16]([O:18][CH3:19])=[O:17])=[N:12][CH:13]=[CH:14][N:15]=1. (2) Given the product [C:1]([N:5]1[C:9]([CH:10]2[CH2:11][CH2:12]2)=[C:8]([C:13]([NH:27][C:28]2[CH:51]=[CH:50][CH:49]=[C:30]([O:31][C:32]3[CH:46]=[CH:45][C:35]4[N:36]=[C:37]([NH:39][C:40]([CH:42]5[CH2:44][CH2:43]5)=[O:41])[S:38][C:34]=4[C:33]=3[C:47]#[N:48])[CH:29]=2)=[O:15])[CH:7]=[N:6]1)([CH3:2])([CH3:3])[CH3:4], predict the reactants needed to synthesize it. The reactants are: [C:1]([N:5]1[C:9]([CH:10]2[CH2:12][CH2:11]2)=[C:8]([C:13]([OH:15])=O)[CH:7]=[N:6]1)([CH3:4])([CH3:3])[CH3:2].C(Cl)(=O)C(Cl)=O.CN(C)C=O.[NH2:27][C:28]1[CH:29]=[C:30]([CH:49]=[CH:50][CH:51]=1)[O:31][C:32]1[CH:46]=[CH:45][C:35]2[N:36]=[C:37]([NH:39][C:40]([CH:42]3[CH2:44][CH2:43]3)=[O:41])[S:38][C:34]=2[C:33]=1[C:47]#[N:48]. (3) Given the product [NH2:13][C:12]1[O:34][C:33]2[C:26]([CH:10]([C:3]3[C:4]4[C:9](=[CH:8][CH:7]=[CH:6][CH:5]=4)[NH:1][CH:2]=3)[C:11]=1[C:14]#[N:15])=[CH:25][CH:24]=[C:29]1[N:21]([CH3:16])[CH:22]=[CH:23][C:32]=21, predict the reactants needed to synthesize it. The reactants are: [NH:1]1[C:9]2[C:4](=[CH:5][CH:6]=[CH:7][CH:8]=2)[C:3]([CH:10]=[C:11]([C:14]#[N:15])[C:12]#[N:13])=[CH:2]1.[C:16](#N)CC#N.[NH:21]1[C:29]2[C:24](=[CH:25][CH:26]=CC=2)[C:23](C=O)=[CH:22]1.[CH3:32][CH2:33][OH:34]. (4) Given the product [CH3:29][C:23]1[C:24]([CH3:28])=[CH:25][CH:26]=[CH:27][C:22]=1[C:21]1[C:15]2[O:14][CH:13]([CH2:12][NH2:30])[CH2:17][C:16]=2[CH:18]=[CH:19][CH:20]=1, predict the reactants needed to synthesize it. The reactants are: CC1C=CC(S(O[CH2:12][CH:13]2[CH2:17][C:16]3[CH:18]=[CH:19][CH:20]=[C:21]([C:22]4[CH:27]=[CH:26][CH:25]=[C:24]([CH3:28])[C:23]=4[CH3:29])[C:15]=3[O:14]2)(=O)=O)=CC=1.[N-:30]=[N+]=[N-].[Na+].N(CC1CC2C=C(Cl)C=C(C3C=CSC=3)C=2O1)=[N+]=[N-].N(CC1CC2C=CCC(C3C=CC=C(Cl)C=3Cl)(N)C=2O1)=[N+]=[N-].C1(P(C2C=CC=CC=2)C2C=CC=CC=2)C=CC=CC=1.Cl.